From a dataset of Full USPTO retrosynthesis dataset with 1.9M reactions from patents (1976-2016). Predict the reactants needed to synthesize the given product. (1) Given the product [F:20][C:21]1[CH:22]=[C:23]([C:2]2[C:10]3[N:9]4[CH2:11][CH2:12][CH2:13][NH:14][C:15](=[O:16])[C:8]4=[C:7]([CH3:17])[C:6]=3[CH:5]=[C:4]([C:18]#[N:19])[CH:3]=2)[CH:24]=[CH:25][C:26]=1[F:27], predict the reactants needed to synthesize it. The reactants are: Br[C:2]1[C:10]2[N:9]3[CH2:11][CH2:12][CH2:13][NH:14][C:15](=[O:16])[C:8]3=[C:7]([CH3:17])[C:6]=2[CH:5]=[C:4]([C:18]#[N:19])[CH:3]=1.[F:20][C:21]1[CH:22]=[C:23](B(O)O)[CH:24]=[CH:25][C:26]=1[F:27]. (2) The reactants are: FC(F)(F)C(O)=O.[BH4-].[Na+].[Br:10][C:11]1[CH:46]=[CH:45][C:14]([CH2:15][N:16]2[CH2:20][CH2:19][C:18]3([CH2:25][CH2:24][N:23]([CH2:26][CH2:27][C:28](O)([C:35]4[CH:40]=[CH:39][CH:38]=[CH:37][C:36]=4[O:41][CH3:42])[C:29]4[CH:34]=[CH:33][CH:32]=[CH:31][CH:30]=4)[CH2:22][CH2:21]3)[C:17]2=[O:44])=[CH:13][CH:12]=1.[OH-].[Na+]. Given the product [Br:10][C:11]1[CH:12]=[CH:13][C:14]([CH2:15][N:16]2[CH2:20][CH2:19][C:18]3([CH2:21][CH2:22][N:23]([CH2:26][CH2:27][CH:28]([C:35]4[CH:40]=[CH:39][CH:38]=[CH:37][C:36]=4[O:41][CH3:42])[C:29]4[CH:34]=[CH:33][CH:32]=[CH:31][CH:30]=4)[CH2:24][CH2:25]3)[C:17]2=[O:44])=[CH:45][CH:46]=1, predict the reactants needed to synthesize it.